This data is from Forward reaction prediction with 1.9M reactions from USPTO patents (1976-2016). The task is: Predict the product of the given reaction. (1) Given the reactants [Cl:1][C:2]1[CH:7]=[CH:6][C:5]([CH2:8][C:9]([OH:11])=[O:10])=[CH:4][CH:3]=1.C([Li])CCC.Br[CH2:18][CH2:19][CH2:20][Cl:21].C(OCC)(=O)C, predict the reaction product. The product is: [Cl:21][CH2:20][CH2:19][CH2:18][CH:8]([C:5]1[CH:4]=[CH:3][C:2]([Cl:1])=[CH:7][CH:6]=1)[C:9]([OH:11])=[O:10]. (2) Given the reactants [O:1]([C:8]1[CH:24]=[CH:23][C:11]([O:12][C:13]2[S:14][C:15]([C:18]#[C:19][CH:20](O)[CH3:21])=[CH:16][N:17]=2)=[CH:10][CH:9]=1)[C:2]1[CH:7]=[CH:6][CH:5]=[CH:4][CH:3]=1.[C:25]1(=[O:35])[NH:29][C:28](=[O:30])[C:27]2=[CH:31][CH:32]=[CH:33][CH:34]=[C:26]12.C1(P(C2C=CC=CC=2)C2C=CC=CC=2)C=CC=CC=1.CCOC(/N=N/C(OCC)=O)=O, predict the reaction product. The product is: [CH3:21][CH:20]([N:29]1[C:25](=[O:35])[C:26]2[C:27](=[CH:31][CH:32]=[CH:33][CH:34]=2)[C:28]1=[O:30])[C:19]#[C:18][C:15]1[S:14][C:13]([O:12][C:11]2[CH:23]=[CH:24][C:8]([O:1][C:2]3[CH:7]=[CH:6][CH:5]=[CH:4][CH:3]=3)=[CH:9][CH:10]=2)=[N:17][CH:16]=1. (3) Given the reactants [CH3:1][O:2][C:3]1[CH:4]=[C:5]2[C:10](=[CH:11][C:12]=1[O:13][CH3:14])[N:9]=[CH:8][CH:7]=[C:6]2[O:15][C:16]1[CH:22]=[CH:21][C:19]([NH2:20])=[C:18]([CH3:23])[C:17]=1[CH3:24].Cl[C:26](Cl)([O:28][C:29](=[O:35])OC(Cl)(Cl)Cl)Cl.[CH3:37][N:38]1[CH2:43][CH2:42]C(O)[CH2:40][CH2:39]1.C(=O)(O)[O-].[Na+], predict the reaction product. The product is: [CH3:1][O:2][C:3]1[CH:4]=[C:5]2[C:10](=[CH:11][C:12]=1[O:13][CH3:14])[N:9]=[CH:8][CH:7]=[C:6]2[O:15][C:16]1[CH:22]=[CH:21][C:19]([NH:20][C:29](=[O:35])[O:28][CH:26]2[CH2:42][CH2:43][N:38]([CH3:37])[CH2:39][CH2:40]2)=[C:18]([CH3:23])[C:17]=1[CH3:24]. (4) Given the reactants [Br:1][C:2]1[CH:9]=[C:8](F)[CH:7]=[CH:6][C:3]=1[C:4]#[N:5].[OH:11][C:12]([C@H:15]1[CH2:19][CH2:18][NH:17][C@H:16]1[CH3:20])([CH3:14])[CH3:13].C(=O)([O-])[O-].[Li+].[Li+], predict the reaction product. The product is: [Br:1][C:2]1[CH:9]=[C:8]([N:17]2[CH2:18][CH2:19][C@H:15]([C:12]([OH:11])([CH3:14])[CH3:13])[C@@H:16]2[CH3:20])[CH:7]=[CH:6][C:3]=1[C:4]#[N:5]. (5) Given the reactants Cl[C:2]1[CH:7]=[CH:6][N:5]=[C:4]2[NH:8][C:9]([C:11]3[CH:12]=[N:13][N:14]([CH2:16][CH2:17][N:18]4[CH2:23][CH2:22][O:21][CH2:20][CH2:19]4)[CH:15]=3)=[N:10][C:3]=12.[NH2:24][CH2:25][C:26]1[CH:31]=[CH:30][C:29](B(O)O)=[CH:28][C:27]=1[F:35].C(=O)([O-])[O-].[K+].[K+].C1(P(C2C=CC=CC=2)C2C=CC=CC=2)CCCC1, predict the reaction product. The product is: [F:35][C:27]1[CH:28]=[C:29]([C:2]2[CH:7]=[CH:6][N:5]=[C:4]3[NH:8][C:9]([C:11]4[CH:12]=[N:13][N:14]([CH2:16][CH2:17][N:18]5[CH2:23][CH2:22][O:21][CH2:20][CH2:19]5)[CH:15]=4)=[N:10][C:3]=23)[CH:30]=[CH:31][C:26]=1[CH2:25][NH2:24]. (6) Given the reactants [CH2:1]([C:3]([C:26]1[CH:31]=[CH:30][C:29]([B:32]2[O:36][C:35]([CH3:38])([CH3:37])[C:34]([CH3:40])([CH3:39])[O:33]2)=[C:28]([CH3:41])[CH:27]=1)([C:6]1[CH:11]=[CH:10][C:9]([C:12]#[C:13][C:14]2([O:20][Si:21]([CH3:24])([CH3:23])[CH3:22])[CH2:19][CH2:18][CH2:17][CH2:16][CH2:15]2)=[C:8]([CH3:25])[CH:7]=1)[CH2:4][CH3:5])[CH3:2], predict the reaction product. The product is: [CH2:1]([C:3]([C:26]1[CH:31]=[CH:30][C:29]([B:32]2[O:33][C:34]([CH3:40])([CH3:39])[C:35]([CH3:37])([CH3:38])[O:36]2)=[C:28]([CH3:41])[CH:27]=1)([C:6]1[CH:11]=[CH:10][C:9]([CH2:12][CH2:13][C:14]2([O:20][Si:21]([CH3:23])([CH3:24])[CH3:22])[CH2:19][CH2:18][CH2:17][CH2:16][CH2:15]2)=[C:8]([CH3:25])[CH:7]=1)[CH2:4][CH3:5])[CH3:2].